This data is from Forward reaction prediction with 1.9M reactions from USPTO patents (1976-2016). The task is: Predict the product of the given reaction. (1) Given the reactants [C:1]([C:3]1[CH:12]=[CH:11][C:6]([C:7]([O:9][CH3:10])=[O:8])=[C:5]([N+:13]([O-:15])=[O:14])[CH:4]=1)#[N:2].CO.[ClH:18], predict the reaction product. The product is: [Cl-:18].[N+:13]([C:5]1[CH:4]=[C:3]([CH:12]=[CH:11][C:6]=1[C:7]([O:9][CH3:10])=[O:8])[CH2:1][NH3+:2])([O-:15])=[O:14]. (2) Given the reactants [Si]([O:8][C:9]1[CH:14]=[CH:13][C:12]([C@H:15]2[C:20]3=[N:21][S:22](=[O:26])(=[O:25])[CH2:23][CH2:24][N:19]3[CH2:18][CH2:17][CH2:16]2)=[CH:11][CH:10]=1)(C(C)(C)C)(C)C.Cl, predict the reaction product. The product is: [O:26]=[S:22]1(=[O:25])[CH2:23][CH2:24][N:19]2[CH2:18][CH2:17][CH2:16][C@@H:15]([C:12]3[CH:13]=[CH:14][C:9]([OH:8])=[CH:10][CH:11]=3)[C:20]2=[N:21]1. (3) Given the reactants [F:1][C:2]1[CH:7]=[CH:6][C:5]([Mg]Br)=[CH:4][CH:3]=1.[C:10]([N:15]1[C@@H:19]([C:20]2[CH:25]=[CH:24][CH:23]=[CH:22][CH:21]=2)[CH2:18][O:17][C:16]1=[O:26])(=[O:14])/[CH:11]=[CH:12]/[CH3:13], predict the reaction product. The product is: [F:1][C:2]1[CH:7]=[CH:6][C:5]([C@H:12]([CH3:13])[CH2:11][C:10]([N:15]2[C@@H:19]([C:20]3[CH:25]=[CH:24][CH:23]=[CH:22][CH:21]=3)[CH2:18][O:17][C:16]2=[O:26])=[O:14])=[CH:4][CH:3]=1. (4) Given the reactants [F:1][C:2]1[CH:26]=[CH:25][C:5]([CH2:6][N:7]2[C:19]3[C:18]([O:20][CH3:21])=[CH:17][CH:16]=[C:15]([C:22](O)=[O:23])[C:14]=3[C:13]3[C:8]2=[CH:9][CH:10]=[CH:11][CH:12]=3)=[CH:4][CH:3]=1.S(Cl)(Cl)=O.[NH2:31][C:32]1[CH:37]=[CH:36][N:35]=[CH:34][CH:33]=1.C(N(CC)CC)C, predict the reaction product. The product is: [N:35]1[CH:36]=[CH:37][C:32]([NH:31][C:22]([C:15]2[C:14]3[C:13]4[C:8](=[CH:9][CH:10]=[CH:11][CH:12]=4)[N:7]([CH2:6][C:5]4[CH:25]=[CH:26][C:2]([F:1])=[CH:3][CH:4]=4)[C:19]=3[C:18]([O:20][CH3:21])=[CH:17][CH:16]=2)=[O:23])=[CH:33][CH:34]=1. (5) Given the reactants [F:1][C:2]1([F:24])[O:6][C:5]2[CH:7]=[CH:8][C:9]([N:11]3[CH:15]=[C:14]([CH2:16]O)[S:13]/[C:12]/3=[N:18]\[C:19](=[O:23])[N:20]([CH3:22])[CH3:21])=[CH:10][C:4]=2[O:3]1.COCCN(S(F)(F)[F:35])CCOC.C(=O)(O)[O-].[Na+], predict the reaction product. The product is: [F:1][C:2]1([F:24])[O:6][C:5]2[CH:7]=[CH:8][C:9]([N:11]3[CH:15]=[C:14]([CH2:16][F:35])[S:13]/[C:12]/3=[N:18]\[C:19](=[O:23])[N:20]([CH3:22])[CH3:21])=[CH:10][C:4]=2[O:3]1. (6) Given the reactants [NH2:1][C:2]1[CH:29]=[CH:28][C:5]([O:6][C:7]2[CH:12]=[CH:11][N:10]=[C:9]([NH:13][C:14]([N:16]3[CH2:21][CH2:20][CH:19]([CH2:22][N:23]4[CH2:27][CH2:26][CH2:25][CH2:24]4)[CH2:18][CH2:17]3)=[O:15])[CH:8]=2)=[C:4]([F:30])[CH:3]=1.[C:31]1([CH2:37][C:38]([N:40]=[C:41]=[O:42])=[O:39])[CH:36]=[CH:35][CH:34]=[CH:33][CH:32]=1, predict the reaction product. The product is: [F:30][C:4]1[CH:3]=[C:2]([NH:1][C:41]([NH:40][C:38](=[O:39])[CH2:37][C:31]2[CH:32]=[CH:33][CH:34]=[CH:35][CH:36]=2)=[O:42])[CH:29]=[CH:28][C:5]=1[O:6][C:7]1[CH:12]=[CH:11][N:10]=[C:9]([NH:13][C:14]([N:16]2[CH2:21][CH2:20][CH:19]([CH2:22][N:23]3[CH2:24][CH2:25][CH2:26][CH2:27]3)[CH2:18][CH2:17]2)=[O:15])[CH:8]=1. (7) The product is: [CH3:42][O:41][C:31](=[O:36])[C:28]1[CH:29]=[CH:30][C:25]([O:24][Si:23]([C:19]([CH3:20])([CH3:21])[CH3:22])([CH3:39])[CH3:40])=[C:26]([O:37][CH3:38])[CH:27]=1. Given the reactants [F-].C([N+](CCCC)(CCCC)CCCC)CCC.[C:19]([Si:23]([CH3:40])([CH3:39])[O:24][C:25]1[CH:30]=[CH:29][C:28]([C:31]([OH:36])(CC)CC)=[CH:27][C:26]=1[O:37][CH3:38])([CH3:22])([CH3:21])[CH3:20].[O:41]1CCC[CH2:42]1, predict the reaction product. (8) The product is: [NH2:15][C:13]1[N:12]=[C:10]([NH:9][C:6]2[CH:5]=[CH:4][C:3]([O:2][CH3:1])=[CH:8][CH:7]=2)[S:11][C:17]=1[C:18](=[O:20])[CH3:19]. Given the reactants [CH3:1][O:2][C:3]1[CH:8]=[CH:7][C:6]([NH:9][C:10]([NH:12][C:13](=[NH:15])N)=[S:11])=[CH:5][CH:4]=1.Cl[CH2:17][C:18](=[O:20])[CH3:19].C(N(CC)CC)C.C(O)C, predict the reaction product. (9) Given the reactants [O:1]=[C:2]([N:6]([CH2:18][C:19]1[CH:24]=[CH:23][C:22]([C:25]#[C:26][C:27]2[CH:32]=[CH:31][C:30]([CH2:33][CH2:34][CH3:35])=[CH:29][CH:28]=2)=[CH:21][CH:20]=1)[CH2:7][C:8]1[CH:13]=[CH:12][C:11]([C:14]([F:17])([F:16])[F:15])=[CH:10][CH:9]=1)[C:3]([OH:5])=[O:4], predict the reaction product. The product is: [O:1]=[C:2]([N:6]([CH2:18][C:19]1[CH:24]=[CH:23][C:22]([CH2:25][CH2:26][C:27]2[CH:32]=[CH:31][C:30]([CH2:33][CH2:34][CH3:35])=[CH:29][CH:28]=2)=[CH:21][CH:20]=1)[CH2:7][C:8]1[CH:9]=[CH:10][C:11]([C:14]([F:15])([F:16])[F:17])=[CH:12][CH:13]=1)[C:3]([OH:5])=[O:4].